Dataset: Reaction yield outcomes from USPTO patents with 853,638 reactions. Task: Predict the reaction yield, written as a fraction of the theoretical maximum amount of product (1.0 means a 100% yield; for example, 0.34 means a 34% yield). (1) The reactants are Cl.[Cl:2][CH2:3][C:4]1([C:8]([O:10][CH2:11][CH3:12])=[O:9])[CH2:7][NH:6][CH2:5]1.C(N(CC)CC)C.[C:20](O[C:20]([O:22][C:23]([CH3:26])([CH3:25])[CH3:24])=[O:21])([O:22][C:23]([CH3:26])([CH3:25])[CH3:24])=[O:21]. The catalyst is C(OCC)(=O)C. The product is [Cl:2][CH2:3][C:4]1([C:8]([O:10][CH2:11][CH3:12])=[O:9])[CH2:7][N:6]([C:20]([O:22][C:23]([CH3:26])([CH3:25])[CH3:24])=[O:21])[CH2:5]1. The yield is 0.970. (2) The reactants are [C:1]([OH:7])(=[O:6])[CH2:2][CH2:3][C:4]#[CH:5].[CH3:8][C:9](O)([CH3:11])[CH3:10].C1(N=C=NC2CCCCC2)CCCCC1. The catalyst is CN(C)C1C=CN=CC=1.C(Cl)Cl. The product is [C:1]([O:7][C:9]([CH3:11])([CH3:10])[CH3:8])(=[O:6])[CH2:2][CH2:3][C:4]#[CH:5]. The yield is 0.910.